This data is from Peptide-MHC class II binding affinity with 134,281 pairs from IEDB. The task is: Regression. Given a peptide amino acid sequence and an MHC pseudo amino acid sequence, predict their binding affinity value. This is MHC class II binding data. (1) The peptide sequence is YALFYKLDVVPIDNDNTSY. The MHC is DRB1_0405 with pseudo-sequence DRB1_0405. The binding affinity (normalized) is 0.768. (2) The peptide sequence is GPKDNGGACGYKDVD. The MHC is HLA-DQA10301-DQB10302 with pseudo-sequence HLA-DQA10301-DQB10302. The binding affinity (normalized) is 0.251. (3) The peptide sequence is EPGHLAPTGMFVAAA. The MHC is DRB3_0101 with pseudo-sequence DRB3_0101. The binding affinity (normalized) is 0.354. (4) The peptide sequence is PNYLALLVKYVDGDG. The MHC is DRB1_0301 with pseudo-sequence DRB1_0301. The binding affinity (normalized) is 0.131. (5) The peptide sequence is FYKTLRAEQASQ. The MHC is DRB1_0101 with pseudo-sequence DRB1_0101. The binding affinity (normalized) is 1.00. (6) The peptide sequence is ALSRVHSMFLGTGGS. The MHC is DRB1_0301 with pseudo-sequence DRB1_0301. The binding affinity (normalized) is 0. (7) The peptide sequence is IAGLFLTTEAVVADK. The MHC is DRB1_0301 with pseudo-sequence DRB1_0301. The binding affinity (normalized) is 0. (8) The peptide sequence is EKTYFAATQFEPLAA. The MHC is DRB1_0701 with pseudo-sequence DRB1_0701. The binding affinity (normalized) is 0.783.